This data is from Peptide-MHC class II binding affinity with 134,281 pairs from IEDB. The task is: Regression. Given a peptide amino acid sequence and an MHC pseudo amino acid sequence, predict their binding affinity value. This is MHC class II binding data. (1) The peptide sequence is SIVYEADHHILHLPGCVPCV. The MHC is DRB1_0401 with pseudo-sequence DRB1_0401. The binding affinity (normalized) is 0.264. (2) The peptide sequence is SQDLELSWNLNGLQADLSS. The MHC is HLA-DQA10301-DQB10302 with pseudo-sequence HLA-DQA10301-DQB10302. The binding affinity (normalized) is 0.580. (3) The peptide sequence is DNQLIYVILTILTII. The MHC is DRB1_1101 with pseudo-sequence DRB1_1101. The binding affinity (normalized) is 0.513. (4) The peptide sequence is IKLVKSSRPDCSEIP. The MHC is DRB3_0202 with pseudo-sequence DRB3_0202. The binding affinity (normalized) is 0.0486. (5) The peptide sequence is GVEGIGLQYLGYVIRK. The MHC is DRB1_0301 with pseudo-sequence DRB1_0301. The binding affinity (normalized) is 0.547.